From a dataset of Full USPTO retrosynthesis dataset with 1.9M reactions from patents (1976-2016). Predict the reactants needed to synthesize the given product. (1) Given the product [CH3:18][O:17][C@@H:13]([CH2:12][C:9]1[CH:10]=[CH:11][C:6]([O:5][CH2:4][CH2:3][CH2:2][O:1][C:26]2[CH:27]=[CH:28][C:22]3[S:21][C:20]([CH3:19])=[N:24][C:23]=3[CH:25]=2)=[CH:7][CH:8]=1)[C:14]([OH:16])=[O:15], predict the reactants needed to synthesize it. The reactants are: [OH:1][CH2:2][CH2:3][CH2:4][O:5][C:6]1[CH:11]=[CH:10][C:9]([CH2:12][C@H:13]([O:17][CH3:18])[C:14]([OH:16])=[O:15])=[CH:8][CH:7]=1.[CH3:19][C:20]1[S:21][C:22]2[CH:28]=[CH:27][C:26](O)=[CH:25][C:23]=2[N:24]=1. (2) Given the product [CH3:1][S:2]([CH2:5][C:6]1[CH:11]=[C:10]([N:12]2[CH2:17][CH2:16][O:15][CH2:14][CH2:13]2)[N:9]=[C:8]([C:18]2[CH:24]=[CH:23][C:21]([NH:22][S:28]([CH:25]3[CH2:27][CH2:26]3)(=[O:30])=[O:29])=[CH:20][CH:19]=2)[N:7]=1)(=[O:4])=[O:3], predict the reactants needed to synthesize it. The reactants are: [CH3:1][S:2]([CH2:5][C:6]1[CH:11]=[C:10]([N:12]2[CH2:17][CH2:16][O:15][CH2:14][CH2:13]2)[N:9]=[C:8]([C:18]2[CH:24]=[CH:23][C:21]([NH2:22])=[CH:20][CH:19]=2)[N:7]=1)(=[O:4])=[O:3].[CH:25]1([S:28](Cl)(=[O:30])=[O:29])[CH2:27][CH2:26]1.C(O)C(N)(CO)CO. (3) Given the product [N-:18]([S:15]([C:14]([F:27])([F:13])[F:26])(=[O:17])=[O:16])[S:19]([C:22]([F:25])([F:24])[F:23])(=[O:21])=[O:20].[OH:12][CH2:11][CH2:10][N+:5]([CH2:4][CH2:3][OH:2])([CH2:7][CH2:8][OH:9])[CH3:6], predict the reactants needed to synthesize it. The reactants are: [OH-].[OH:2][CH2:3][CH2:4][N+:5]([CH2:10][CH2:11][OH:12])([CH2:7][CH2:8][OH:9])[CH3:6].[F:13][C:14]([F:27])([F:26])[S:15]([N-:18][S:19]([C:22]([F:25])([F:24])[F:23])(=[O:21])=[O:20])(=[O:17])=[O:16]. (4) The reactants are: [Li+].C[Si]([N-][Si](C)(C)C)(C)C.[OH:11][C:12]1[CH:17]=[CH:16][CH:15]=[C:14]([OH:18])[C:13]=1[C:19](=O)[CH3:20].C[Si](Cl)(C)C.C1C(=O)N(Br)C(=[O:30])C1.[OH-].[Na+]. Given the product [OH:11][C:12]1[C:13]2[CH2:19][C:20](=[O:30])[O:18][C:14]=2[CH:15]=[CH:16][CH:17]=1, predict the reactants needed to synthesize it. (5) Given the product [Cl:1][C:2]1[C:11]2[O:16][N:15]=[C:13]([CH3:14])[C:10]=2[CH:9]=[C:4]([C:5]([OH:7])=[O:6])[C:3]=1[N:17]1[CH2:22][C@H:21]([CH3:23])[O:20][C@H:19]([CH3:24])[CH2:18]1, predict the reactants needed to synthesize it. The reactants are: [Cl:1][C:2]1[C:3]([N:17]2[CH2:22][C@H:21]([CH3:23])[O:20][C@H:19]([CH3:24])[CH2:18]2)=[C:4]([CH:9]=[C:10]([C:13](=[N:15][OH:16])[CH3:14])[C:11]=1F)[C:5]([O:7]C)=[O:6].C([O-])([O-])=O.[Cs+].[Cs+].